From a dataset of Forward reaction prediction with 1.9M reactions from USPTO patents (1976-2016). Predict the product of the given reaction. (1) Given the reactants C([O:3][C:4]([C:6]1[NH:7][C:8]2[C:13]([C:14]=1[CH2:15][N:16]1[CH2:21][CH2:20][O:19][CH2:18][CH2:17]1)=[CH:12][CH:11]=[CH:10][CH:9]=2)=[O:5])C.Br[CH2:23][C:24]1[C:33]2[C:28](=[CH:29][CH:30]=[CH:31][CH:32]=2)[CH:27]=[CH:26][CH:25]=1, predict the reaction product. The product is: [N:16]1([CH2:15][C:14]2[C:13]3[C:8](=[CH:9][CH:10]=[CH:11][CH:12]=3)[N:7]([CH2:23][C:24]3[C:33]4[C:28](=[CH:29][CH:30]=[CH:31][CH:32]=4)[CH:27]=[CH:26][CH:25]=3)[C:6]=2[C:4]([OH:3])=[O:5])[CH2:17][CH2:18][O:19][CH2:20][CH2:21]1. (2) The product is: [Cl:13][CH:7]([CH2:8][C:9]([F:12])([F:11])[F:10])[CH2:6][OH:5]. Given the reactants C([O:5][CH2:6][CH:7]([Cl:13])[CH2:8][C:9]([F:12])([F:11])[F:10])(=O)CC.CO.S(=O)(=O)(O)O, predict the reaction product. (3) Given the reactants BrC1C=C2C(C=CN=C2)=CC=1[Cl:12].[Br:13][C:14]1[CH:23]=[C:22]2[C:17]([CH:18]=[CH:19][N:20]=[CH:21]2)=[CH:16][C:15]=1[S:24][CH2:25][CH:26]1[CH2:30][CH2:29][NH:28][CH2:27]1.C(OC(N1CCC(CBr)C1)=O)(C)(C)C.Cl, predict the reaction product. The product is: [ClH:12].[Br:13][C:14]1[CH:23]=[C:22]2[C:17]([CH:18]=[CH:19][N:20]=[CH:21]2)=[CH:16][C:15]=1[S:24][CH2:25][CH:26]1[CH2:30][CH2:29][NH:28][CH2:27]1. (4) Given the reactants [CH:1]1([NH:8][C:9]([NH2:11])=[S:10])[CH2:7][CH2:6][CH2:5][CH2:4][CH2:3][CH2:2]1.Br[C:13]1([C:17](OCC)=[O:18])[CH2:16][CH2:15][CH2:14]1, predict the reaction product. The product is: [CH:1]1([NH:8][C:9]2[S:10][C:13]3([C:17](=[O:18])[N:11]=2)[CH2:16][CH2:15][CH2:14]3)[CH2:7][CH2:6][CH2:5][CH2:4][CH2:3][CH2:2]1. (5) Given the reactants [Cl:1][C:2]1[CH:7]=[C:6]([C:8]2[NH:12][C:11]3[CH:13]=[CH:14][CH:15]=[C:16]([NH:17]C(=O)OCC4C=CC=CC=4)[C:10]=3[N:9]=2)[CH:5]=[CH:4][N:3]=1.Br, predict the reaction product. The product is: [Cl:1][C:2]1[CH:7]=[C:6]([C:8]2[NH:12][C:11]3[CH:13]=[CH:14][CH:15]=[C:16]([NH2:17])[C:10]=3[N:9]=2)[CH:5]=[CH:4][N:3]=1. (6) Given the reactants [CH3:1][O:2][C:3]1[CH:9]=[C:8]([O:10]C)[CH:7]=[CH:6][C:4]=1[NH2:5].C[O:13][C:14]1[CH:22]=[CH:21][C:17](C(Cl)=O)=[CH:16][CH:15]=1, predict the reaction product. The product is: [OH:13][C:14]1[CH:22]=[CH:21][C:17]([C:1]2[O:2][C:3]3[CH:9]=[C:8]([OH:10])[CH:7]=[CH:6][C:4]=3[N:5]=2)=[CH:16][CH:15]=1.